From a dataset of Forward reaction prediction with 1.9M reactions from USPTO patents (1976-2016). Predict the product of the given reaction. (1) The product is: [C:1]1([S:7]([N:10]2[C:14]3=[N:15][CH:16]=[C:17]([C:19]([F:22])([F:21])[F:20])[CH:18]=[C:13]3[CH:12]=[C:11]2[C:23](=[O:30])[CH2:24][CH:25]2[CH2:29][CH2:28][CH2:27][CH2:26]2)(=[O:8])=[O:9])[CH:2]=[CH:3][CH:4]=[CH:5][CH:6]=1. Given the reactants [C:1]1([S:7]([N:10]2[C:14]3=[N:15][CH:16]=[C:17]([C:19]([F:22])([F:21])[F:20])[CH:18]=[C:13]3[CH:12]=[C:11]2[CH:23]([OH:30])[CH2:24][CH:25]2[CH2:29][CH2:28][CH2:27][CH2:26]2)(=[O:9])=[O:8])[CH:6]=[CH:5][CH:4]=[CH:3][CH:2]=1.CC(OI1(OC(C)=O)(OC(C)=O)OC(=O)C2C=CC=CC1=2)=O, predict the reaction product. (2) Given the reactants CC1C=CC(S(O[CH2:12][CH:13]2[CH2:17][C:16]3[CH:18]=[CH:19][CH:20]=[C:21]([C:22]4[CH:27]=[CH:26][CH:25]=[C:24]([Cl:28])[CH:23]=4)[C:15]=3[O:14]2)(=O)=O)=CC=1.[N-:29]=[N+:30]=[N-:31].[Na+], predict the reaction product. The product is: [N:29]([CH2:12][CH:13]1[CH2:17][C:16]2[CH:18]=[CH:19][CH:20]=[C:21]([C:22]3[CH:27]=[CH:26][CH:25]=[C:24]([Cl:28])[CH:23]=3)[C:15]=2[O:14]1)=[N+:30]=[N-:31]. (3) Given the reactants Br[C:2]1[N:3]=[C:4]2[C:10]([C:11]([NH:13][C:14]([CH3:17])([CH3:16])[CH3:15])=[O:12])=[CH:9][N:8]([CH2:18][O:19][CH2:20][CH2:21][Si:22]([CH3:25])([CH3:24])[CH3:23])[C:5]2=[N:6][CH:7]=1.[F:26][C:27]1[CH:33]=[C:32]([CH3:34])[CH:31]=[CH:30][C:28]=1[NH2:29].CC(C)([O-])C.[Na+], predict the reaction product. The product is: [C:14]([NH:13][C:11]([C:10]1[C:4]2[C:5](=[N:6][CH:7]=[C:2]([NH:29][C:28]3[CH:30]=[CH:31][C:32]([CH3:34])=[CH:33][C:27]=3[F:26])[N:3]=2)[N:8]([CH2:18][O:19][CH2:20][CH2:21][Si:22]([CH3:25])([CH3:24])[CH3:23])[CH:9]=1)=[O:12])([CH3:17])([CH3:16])[CH3:15]. (4) Given the reactants [CH3:1][O:2][C:3]1[CH:8]=[CH:7][C:6]([C:9]2[CH:10]=[C:11]3[C:15]4=[C:16]([CH2:18][S:19][CH2:20][CH2:21][N:14]4[C@H:13]4[CH2:22][CH2:23][N:24](C(OC(C)(C)C)=O)[CH2:25][C@@H:12]34)[CH:17]=2)=[C:5]([CH3:33])[CH:4]=1.FC(F)(F)C(O)=O.C([O-])(O)=O.[Na+], predict the reaction product. The product is: [CH3:1][O:2][C:3]1[CH:8]=[CH:7][C:6]([C:9]2[CH:10]=[C:11]3[C:15]4=[C:16]([CH2:18][S:19][CH2:20][CH2:21][N:14]4[C@H:13]4[CH2:22][CH2:23][NH:24][CH2:25][C@@H:12]34)[CH:17]=2)=[C:5]([CH3:33])[CH:4]=1. (5) Given the reactants [NH2:1][C:2]1[N:7]=[CH:6][C:5]([C:8]2[CH:9]=[CH:10][C:11]3[N:12]([CH:14]=[C:15]([NH:17][C:18](=[O:20])[CH3:19])[N:16]=3)[CH:13]=2)=[CH:4][C:3]=1[C:21]([F:24])([F:23])[F:22].C1C(=O)N([Br:32])C(=O)C1.[O-]S([O-])(=S)=O.[Na+].[Na+].O, predict the reaction product. The product is: [NH2:1][C:2]1[N:7]=[CH:6][C:5]([C:8]2[CH:9]=[CH:10][C:11]3[N:12]([C:14]([Br:32])=[C:15]([NH:17][C:18](=[O:20])[CH3:19])[N:16]=3)[CH:13]=2)=[CH:4][C:3]=1[C:21]([F:23])([F:22])[F:24].